Dataset: NCI-60 drug combinations with 297,098 pairs across 59 cell lines. Task: Regression. Given two drug SMILES strings and cell line genomic features, predict the synergy score measuring deviation from expected non-interaction effect. (1) Drug 1: CC(C1=C(C=CC(=C1Cl)F)Cl)OC2=C(N=CC(=C2)C3=CN(N=C3)C4CCNCC4)N. Drug 2: CC=C1C(=O)NC(C(=O)OC2CC(=O)NC(C(=O)NC(CSSCCC=C2)C(=O)N1)C(C)C)C(C)C. Cell line: NCI-H322M. Synergy scores: CSS=40.2, Synergy_ZIP=0.881, Synergy_Bliss=0.781, Synergy_Loewe=-39.5, Synergy_HSA=-0.648. (2) Drug 1: C1=C(C(=O)NC(=O)N1)F. Drug 2: CC1C(C(CC(O1)OC2CC(OC(C2O)C)OC3=CC4=CC5=C(C(=O)C(C(C5)C(C(=O)C(C(C)O)O)OC)OC6CC(C(C(O6)C)O)OC7CC(C(C(O7)C)O)OC8CC(C(C(O8)C)O)(C)O)C(=C4C(=C3C)O)O)O)O. Cell line: NCI-H226. Synergy scores: CSS=15.7, Synergy_ZIP=7.64, Synergy_Bliss=6.72, Synergy_Loewe=4.64, Synergy_HSA=5.36. (3) Drug 1: C1CNP(=O)(OC1)N(CCCl)CCCl. Drug 2: CC1CCCC2(C(O2)CC(NC(=O)CC(C(C(=O)C(C1O)C)(C)C)O)C(=CC3=CSC(=N3)C)C)C. Cell line: OVCAR3. Synergy scores: CSS=15.8, Synergy_ZIP=3.40, Synergy_Bliss=-13.9, Synergy_Loewe=-55.0, Synergy_HSA=-23.7. (4) Drug 2: C1=NNC2=C1C(=O)NC=N2. Synergy scores: CSS=7.23, Synergy_ZIP=-0.220, Synergy_Bliss=2.90, Synergy_Loewe=-15.5, Synergy_HSA=1.83. Cell line: SR. Drug 1: CCCS(=O)(=O)NC1=C(C(=C(C=C1)F)C(=O)C2=CNC3=C2C=C(C=N3)C4=CC=C(C=C4)Cl)F. (5) Drug 1: C1=CC(=CC=C1CC(C(=O)O)N)N(CCCl)CCCl.Cl. Drug 2: C1C(C(OC1N2C=NC(=NC2=O)N)CO)O. Cell line: K-562. Synergy scores: CSS=51.1, Synergy_ZIP=7.07, Synergy_Bliss=7.98, Synergy_Loewe=1.77, Synergy_HSA=10.9. (6) Drug 1: C1CC(C1)(C(=O)O)C(=O)O.[NH2-].[NH2-].[Pt+2]. Drug 2: CC1=C(N=C(N=C1N)C(CC(=O)N)NCC(C(=O)N)N)C(=O)NC(C(C2=CN=CN2)OC3C(C(C(C(O3)CO)O)O)OC4C(C(C(C(O4)CO)O)OC(=O)N)O)C(=O)NC(C)C(C(C)C(=O)NC(C(C)O)C(=O)NCCC5=NC(=CS5)C6=NC(=CS6)C(=O)NCCC[S+](C)C)O. Cell line: NCIH23. Synergy scores: CSS=57.3, Synergy_ZIP=-1.91, Synergy_Bliss=-3.47, Synergy_Loewe=-20.7, Synergy_HSA=1.96. (7) Drug 1: COC1=C(C=C2C(=C1)N=CN=C2NC3=CC(=C(C=C3)F)Cl)OCCCN4CCOCC4. Drug 2: COC1=NC(=NC2=C1N=CN2C3C(C(C(O3)CO)O)O)N. Cell line: HOP-92. Synergy scores: CSS=21.1, Synergy_ZIP=-3.79, Synergy_Bliss=1.52, Synergy_Loewe=-9.01, Synergy_HSA=2.89.